From a dataset of Full USPTO retrosynthesis dataset with 1.9M reactions from patents (1976-2016). Predict the reactants needed to synthesize the given product. Given the product [N+:17]([C:8]1[CH:7]=[CH:6][C:5]([NH:9][C:10](=[O:12])[CH3:11])=[CH:4][C:3]=1[S:2]([F:13])([F:14])([F:15])([F:16])[F:1])([O-:19])=[O:18].[N+:17]([C:6]1[CH:7]=[CH:8][C:3]([S:2]([F:16])([F:15])([F:1])([F:13])[F:14])=[CH:4][C:5]=1[NH:9][C:10](=[O:12])[CH3:11])([O-:20])=[O:18], predict the reactants needed to synthesize it. The reactants are: [F:1][S:2]([F:16])([F:15])([F:14])([F:13])[C:3]1[CH:4]=[C:5]([NH:9][C:10](=[O:12])[CH3:11])[CH:6]=[CH:7][CH:8]=1.[N+:17]([O-:20])([OH:19])=[O:18].